From a dataset of Peptide-MHC class II binding affinity with 134,281 pairs from IEDB. Regression. Given a peptide amino acid sequence and an MHC pseudo amino acid sequence, predict their binding affinity value. This is MHC class II binding data. (1) The peptide sequence is KYYLRLWAPELAKSQ. The MHC is DRB1_1302 with pseudo-sequence DRB1_1302. The binding affinity (normalized) is 0.413. (2) The peptide sequence is KEAFHGLDVKFHTQA. The MHC is DRB3_0202 with pseudo-sequence DRB3_0202. The binding affinity (normalized) is 0. (3) The peptide sequence is IKEKGKDKWIALKES. The MHC is DRB1_1201 with pseudo-sequence DRB1_1201. The binding affinity (normalized) is 0.0984. (4) The peptide sequence is AVHADMGYWIESQKN. The MHC is DRB4_0101 with pseudo-sequence DRB4_0103. The binding affinity (normalized) is 0.520.